From a dataset of Reaction yield outcomes from USPTO patents with 853,638 reactions. Predict the reaction yield, written as a fraction of the theoretical maximum amount of product (1.0 means a 100% yield; for example, 0.34 means a 34% yield). The reactants are [OH:1][C:2]1[CH:3]=[C:4]([CH:7]=[CH:8][CH:9]=1)[C:5]#[N:6].[S:10]([O-])([O-])=O.[NH4+].[NH4+]. The catalyst is CO. The product is [OH:1][C:2]1[CH:3]=[C:4]([CH:7]=[CH:8][CH:9]=1)[C:5]([NH2:6])=[S:10]. The yield is 1.00.